Dataset: Peptide-MHC class I binding affinity with 185,985 pairs from IEDB/IMGT. Task: Regression. Given a peptide amino acid sequence and an MHC pseudo amino acid sequence, predict their binding affinity value. This is MHC class I binding data. (1) The peptide sequence is SGLPGIFIV. The MHC is HLA-A02:01 with pseudo-sequence HLA-A02:01. The binding affinity (normalized) is 0.0847. (2) The peptide sequence is LSIIFGRSY. The MHC is HLA-A69:01 with pseudo-sequence HLA-A69:01. The binding affinity (normalized) is 0.0847. (3) The peptide sequence is NMFNISFRF. The MHC is HLA-A30:01 with pseudo-sequence HLA-A30:01. The binding affinity (normalized) is 0.694. (4) The peptide sequence is AAQLQAVPG. The MHC is HLA-B15:01 with pseudo-sequence HLA-B15:01. The binding affinity (normalized) is 0.183. (5) The peptide sequence is LATLNTLIT. The MHC is HLA-A02:06 with pseudo-sequence HLA-A02:06. The binding affinity (normalized) is 0.116. (6) The peptide sequence is KLKSVGKAY. The MHC is HLA-B08:01 with pseudo-sequence HLA-B08:01. The binding affinity (normalized) is 0.0847. (7) The peptide sequence is GIFGAIAGF. The MHC is HLA-B15:01 with pseudo-sequence HLA-B15:01. The binding affinity (normalized) is 0.476. (8) The peptide sequence is AAQFNASPV. The MHC is HLA-A02:06 with pseudo-sequence HLA-A02:06. The binding affinity (normalized) is 0.384.